Dataset: Reaction yield outcomes from USPTO patents with 853,638 reactions. Task: Predict the reaction yield, written as a fraction of the theoretical maximum amount of product (1.0 means a 100% yield; for example, 0.34 means a 34% yield). (1) The reactants are Br[C:2]1[CH:7]=[CH:6][C:5]([C:8]#[C:9][CH3:10])=[CH:4][CH:3]=1.ClCCl.[B:14]1([B:14]2[O:18][C:17]([CH3:20])([CH3:19])[C:16]([CH3:22])([CH3:21])[O:15]2)[O:18][C:17]([CH3:20])([CH3:19])[C:16]([CH3:22])([CH3:21])[O:15]1.C([O-])(=O)C.[K+]. The catalyst is O1CCOCC1.O.C1C=CC(P(C2C=CC=CC=2)[C-]2C=CC=C2)=CC=1.C1C=CC(P(C2C=CC=CC=2)[C-]2C=CC=C2)=CC=1.Cl[Pd]Cl.[Fe+2]. The product is [CH3:21][C:16]1([CH3:22])[C:17]([CH3:20])([CH3:19])[O:18][B:14]([C:2]2[CH:7]=[CH:6][C:5]([C:8]#[C:9][CH3:10])=[CH:4][CH:3]=2)[O:15]1. The yield is 0.500. (2) The catalyst is CCOC(C)=O. The yield is 0.810. The product is [Cl:15][CH2:16][C:17]([N:4]([CH:1]1[CH2:3][CH2:2]1)[C:5]1[CH:10]=[CH:9][CH:8]=[C:7]([O:11][CH3:12])[CH:6]=1)=[O:18]. The reactants are [CH:1]1([NH:4][C:5]2[CH:10]=[CH:9][CH:8]=[C:7]([O:11][CH3:12])[CH:6]=2)[CH2:3][CH2:2]1.[OH-].[K+].[Cl:15][CH2:16][C:17](Cl)=[O:18]. (3) The reactants are [F:1][C:2]1[CH:3]=[C:4]2[C:9](=[CH:10][CH:11]=1)[NH:8][C:7](Cl)([OH:12])[C:6](O)=[C:5]2Cl.[Cl:16][C:17]1[CH:18]=[C:19]([CH:21]=[CH:22][C:23]=1[Cl:24])[NH2:20].Cl.O1CCOCC1. No catalyst specified. The product is [F:1][C:2]1[CH:3]=[C:4]2[C:9](=[CH:10][CH:11]=1)[N:8]=[C:7]([OH:12])[CH:6]=[C:5]2[NH:20][C:19]1[CH:21]=[CH:22][C:23]([Cl:24])=[C:17]([Cl:16])[CH:18]=1. The yield is 0.470. (4) The reactants are [Cl:1][C:2]1[CH:11]=[C:10]([C:12](=[O:14])[CH3:13])[C:9]([N:15]2[CH2:20][CH2:19][NH:18][CH2:17][CH2:16]2)=[C:8]2[C:3]=1[CH:4]=[CH:5][CH:6]=[N:7]2.[CH3:21][C:22]1[O:26][N:25]=[C:24]([C:27](Cl)=[O:28])[CH:23]=1.C(N(CC)CC)C. The catalyst is C(Cl)Cl. The product is [Cl:1][C:2]1[CH:11]=[C:10]([C:12](=[O:14])[CH3:13])[C:9]([N:15]2[CH2:16][CH2:17][N:18]([C:27]([C:24]3[CH:23]=[C:22]([CH3:21])[O:26][N:25]=3)=[O:28])[CH2:19][CH2:20]2)=[C:8]2[C:3]=1[CH:4]=[CH:5][CH:6]=[N:7]2. The yield is 0.770. (5) The reactants are [O:1]=[C:2]1[CH2:6][CH2:5][CH2:4][N:3]1[C@@H:7]1[CH2:12][CH2:11][C@H:10]([O:13]C(=O)C2C=CC([N+]([O-])=O)=CC=2)[CH2:9][CH2:8]1.C(=O)([O-])[O-].[K+].[K+]. The catalyst is CO.O. The product is [OH:13][C@@H:10]1[CH2:9][CH2:8][C@H:7]([N:3]2[CH2:4][CH2:5][CH2:6][C:2]2=[O:1])[CH2:12][CH2:11]1. The yield is 0.830.